This data is from Forward reaction prediction with 1.9M reactions from USPTO patents (1976-2016). The task is: Predict the product of the given reaction. (1) Given the reactants [Br:1][C:2]1[CH:3]=[C:4]([CH:8]=[C:9]([OH:11])[CH:10]=1)[C:5]([OH:7])=[O:6].[C:12](Cl)(=O)C, predict the reaction product. The product is: [CH3:12][O:6][C:5](=[O:7])[C:4]1[CH:8]=[C:9]([OH:11])[CH:10]=[C:2]([Br:1])[CH:3]=1. (2) Given the reactants O[CH2:2][C:3]1[CH:8]=[CH:7][C:6]([Br:9])=[CH:5][N:4]=1.[BrH:10], predict the reaction product. The product is: [Br:9][C:6]1[CH:7]=[CH:8][C:3]([CH2:2][Br:10])=[N:4][CH:5]=1. (3) The product is: [S:21]1[CH:22]=[C:18]([C:16]#[C:17][C:7]2[CH:6]=[C:5]([C:9]3[O:13][CH:12]=[N:11][CH:10]=3)[C:4]([O:14][CH3:15])=[CH:3][C:2]=2[NH2:1])[C:19]2[CH:26]=[CH:25][CH:24]=[CH:23][C:20]1=2. Given the reactants [NH2:1][C:2]1[C:7](I)=[CH:6][C:5]([C:9]2[O:13][CH:12]=[N:11][CH:10]=2)=[C:4]([O:14][CH3:15])[CH:3]=1.[C:16]([C:18]1[C:19]2[CH:26]=[CH:25][CH:24]=[CH:23][C:20]=2[S:21][CH:22]=1)#[CH:17], predict the reaction product. (4) Given the reactants [CH3:1][O:2][C:3]1[CH:4]=[CH:5][C:6]([N+:14]([O-:16])=[O:15])=[C:7]([CH:13]=1)[O:8][CH2:9][CH:10]1[CH2:12][O:11]1.[Cl:17][C:18]1[CH:29]=[CH:28][C:21]([O:22][CH:23]2[CH2:27][CH2:26][NH:25][CH2:24]2)=[CH:20][CH:19]=1, predict the reaction product. The product is: [Cl:17][C:18]1[CH:29]=[CH:28][C:21]([O:22][CH:23]2[CH2:27][CH2:26][N:25]([CH2:12][CH:10]([OH:11])[CH2:9][O:8][C:7]3[CH:13]=[C:3]([O:2][CH3:1])[CH:4]=[CH:5][C:6]=3[N+:14]([O-:16])=[O:15])[CH2:24]2)=[CH:20][CH:19]=1. (5) Given the reactants C(OC([N:8]1[C@H:12]([CH2:13][O:14][C:15]2[CH:20]=[CH:19][CH:18]=[CH:17][CH:16]=2)[CH2:11][O:10]C1(C)C)=O)(C)(C)C.Cl, predict the reaction product. The product is: [NH2:8][C@H:12]([CH2:13][O:14][C:15]1[CH:20]=[CH:19][CH:18]=[CH:17][CH:16]=1)[CH2:11][OH:10]. (6) Given the reactants [Cl:1][C:2]1[CH:7]=[CH:6][C:5]([C:8]2[NH:12][C:11]3[C:13]([CH:20]=[O:21])=[C:14]([C:16]([O:18][CH3:19])=[O:17])[S:15][C:10]=3[C:9]=2[CH:22]2[CH2:27][CH2:26][CH2:25][CH2:24][CH2:23]2)=[CH:4][CH:3]=1.[CH2:28]([OH:31])[CH2:29]O.[CH3:32]C1C=CC(S(O)(=O)=O)=CC=1.C([O-])(O)=O.[Na+], predict the reaction product. The product is: [Cl:1][C:2]1[CH:3]=[CH:4][C:5]([C:8]2[N:12]([CH3:32])[C:11]3[C:13]([CH:20]4[O:31][CH2:28][CH2:29][O:21]4)=[C:14]([C:16]([O:18][CH3:19])=[O:17])[S:15][C:10]=3[C:9]=2[CH:22]2[CH2:27][CH2:26][CH2:25][CH2:24][CH2:23]2)=[CH:6][CH:7]=1.